Dataset: Retrosynthesis with 50K atom-mapped reactions and 10 reaction types from USPTO. Task: Predict the reactants needed to synthesize the given product. Given the product COC(=O)[C@H](CC(C)C)NC(=O)C1CSC(c2cccnc2)N1C(=O)OC(C)(C)C, predict the reactants needed to synthesize it. The reactants are: CC(C)(C)OC(=O)N1C(C(=O)O)CSC1c1cccnc1.COC(=O)[C@@H](N)CC(C)C.